Dataset: Reaction yield outcomes from USPTO patents with 853,638 reactions. Task: Predict the reaction yield, written as a fraction of the theoretical maximum amount of product (1.0 means a 100% yield; for example, 0.34 means a 34% yield). (1) The reactants are [Cl:1][C:2]1[CH:3]=[CH:4][C:5]2[NH:10][CH2:9][C@H:8]([CH2:11][CH2:12]O)[NH:7][C:6]=2[N:14]=1.C(N(CC)CC)C.O=P(Cl)(Cl)Cl. The catalyst is C(Cl)Cl. The product is [Cl:1][C:2]1[CH:3]=[CH:4][C:5]2[N:10]3[CH2:9][C@H:8]([CH2:11][CH2:12]3)[NH:7][C:6]=2[N:14]=1. The yield is 0.660. (2) The reactants are [CH3:1][O:2][C:3]1[C:8]2[O:9][CH2:10][O:11][C:7]=2[CH:6]=[C:5]([C:12](OC)=[O:13])[CH:4]=1.[H-].[H-].[H-].[H-].[Li+].[Al+3].O.[OH-].[Na+]. The catalyst is C1COCC1. The product is [CH3:1][O:2][C:3]1[C:8]2[O:9][CH2:10][O:11][C:7]=2[CH:6]=[C:5]([CH2:12][OH:13])[CH:4]=1. The yield is 0.520. (3) The reactants are [C:1]1([OH:7])[CH:6]=[CH:5][CH:4]=[CH:3][CH:2]=1.CC(C)([O-])C.[K+].Cl[C:15]1[N:16]=[N:17][C:18]([O:21][C:22]2[CH:27]=[CH:26][CH:25]=[CH:24][CH:23]=2)=[CH:19][CH:20]=1. The catalyst is O1CCCC1.C(OCC)(=O)C. The product is [O:7]([C:15]1[N:16]=[N:17][C:18]([O:21][C:22]2[CH:23]=[CH:24][CH:25]=[CH:26][CH:27]=2)=[CH:19][CH:20]=1)[C:1]1[CH:6]=[CH:5][CH:4]=[CH:3][CH:2]=1. The yield is 0.840. (4) The reactants are C(NC(C)C)(C)C.C([Li])CCC.[CH3:13][O:14][C:15]([CH:17]1[CH2:21][CH2:20][CH2:19][CH2:18]1)=[O:16].[Br:22][CH2:23][CH2:24]Br.[Cl-].[NH4+]. The catalyst is C1COCC1. The product is [CH3:13][O:14][C:15]([C:17]1([CH2:24][CH2:23][Br:22])[CH2:21][CH2:20][CH2:19][CH2:18]1)=[O:16]. The yield is 0.800. (5) The reactants are [Cl:1][C:2]1[N:3]=[C:4]([C:9]([NH:11][C@H:12]2[CH2:17][CH2:16][N:15]([C:18]3[S:19][C:20]([C:25]([O:27][CH2:28][CH3:29])=[O:26])=[C:21]([CH:23]=[O:24])[N:22]=3)[CH2:14][C@H:13]2[O:30][CH3:31])=[O:10])[NH:5][C:6]=1[CH2:7][CH3:8].Cl([O-])=[O:33].[Na+].P([O-])(O)(O)=O.[Na+].CC(=CC)C. No catalyst specified. The product is [Cl:1][C:2]1[N:3]=[C:4]([C:9]([NH:11][C@H:12]2[CH2:17][CH2:16][N:15]([C:18]3[S:19][C:20]([C:25]([O:27][CH2:28][CH3:29])=[O:26])=[C:21]([C:23]([OH:33])=[O:24])[N:22]=3)[CH2:14][C@H:13]2[O:30][CH3:31])=[O:10])[NH:5][C:6]=1[CH2:7][CH3:8]. The yield is 1.00. (6) The reactants are [CH2:1]([O:3][C:4](=[O:18])[CH:5]=[CH:6][C:7]1[C:11]2[CH:12]=[C:13]([CH:16]=[O:17])[CH:14]=[CH:15][C:10]=2[O:9][CH:8]=1)[CH3:2]. The catalyst is CCOC(C)=O.[Pd]. The product is [CH2:1]([O:3][C:4](=[O:18])[CH2:5][CH2:6][C:7]1[C:11]2[CH:12]=[C:13]([CH:16]=[O:17])[CH:14]=[CH:15][C:10]=2[O:9][CH:8]=1)[CH3:2]. The yield is 0.800. (7) The reactants are [Cl:1][C:2]1[CH:19]=[CH:18][C:17]([Cl:20])=[CH:16][C:3]=1[CH2:4][N:5]1[CH2:10][CH2:9][NH:8][C:7]2[N:11]=[CH:12][C:13](I)=[CH:14][C:6]1=2.[C:21]([Cu])#[N:22]. No catalyst specified. The product is [Cl:1][C:2]1[CH:19]=[CH:18][C:17]([Cl:20])=[CH:16][C:3]=1[CH2:4][N:5]1[CH2:10][CH2:9][NH:8][C:7]2[N:11]=[CH:12][C:13]([C:21]#[N:22])=[CH:14][C:6]1=2. The yield is 0.460. (8) The reactants are O[CH:2]([C:4]1[CH:21]=[CH:20][C:7]2/[C:8](=[CH:17]/[C:18]#[N:19])/[C:9]3[CH:16]=[CH:15][CH:14]=[CH:13][C:10]=3[CH2:11][CH2:12][C:6]=2[CH:5]=1)[CH3:3].[CH2:22]([C:24]1[NH:34][C:27]2=[N:28][C:29]([CH3:33])=[CH:30][C:31]([CH3:32])=[C:26]2[N:25]=1)[CH3:23].C1(P(C2C=CC=CC=2)C2C=CC=CC=2)C=CC=CC=1.N(C(OC(C)(C)C)=O)=NC(OC(C)(C)C)=O. The catalyst is C1COCC1. The product is [CH2:22]([C:24]1[N:34]([CH:2]([C:4]2[CH:21]=[CH:20][C:7]3/[C:8](=[CH:17]/[C:18]#[N:19])/[C:9]4[CH:16]=[CH:15][CH:14]=[CH:13][C:10]=4[CH2:11][CH2:12][C:6]=3[CH:5]=2)[CH3:3])[C:27]2=[N:28][C:29]([CH3:33])=[CH:30][C:31]([CH3:32])=[C:26]2[N:25]=1)[CH3:23]. The yield is 0.450.